This data is from Catalyst prediction with 721,799 reactions and 888 catalyst types from USPTO. The task is: Predict which catalyst facilitates the given reaction. (1) Reactant: [CH2:1]([NH:3][C:4]1[CH:5]=[N:6][CH:7]=[CH:8][CH:9]=1)[CH3:2].Cl[C:11]1[CH:20]=[CH:19][C:18]2[C:13](=[C:14]([C:21]3[NH:29][C:28]4[CH2:27][CH2:26][NH:25][C:24](=[O:30])[C:23]=4[CH:22]=3)[CH:15]=[CH:16][CH:17]=2)[N:12]=1.C[Si]([N-][Si](C)(C)C)(C)C.[Na+].C(O)(C(F)(F)F)=O. Product: [CH2:1]([N:3]([C:4]1[CH:5]=[N:6][CH:7]=[CH:8][CH:9]=1)[C:11]1[CH:20]=[CH:19][C:18]2[C:13](=[C:14]([C:21]3[NH:29][C:28]4[CH2:27][CH2:26][NH:25][C:24](=[O:30])[C:23]=4[CH:22]=3)[CH:15]=[CH:16][CH:17]=2)[N:12]=1)[CH3:2]. The catalyst class is: 774. (2) Product: [NH2:13][C:12]1[N:45]=[C:33]([C:32]2[CH:37]=[C:28]([O:27][CH2:26][C@H:25]([NH:24][C:22](=[O:23])[O:21][C:17]([CH3:20])([CH3:19])[CH3:18])[CH2:38][CH3:39])[CH:29]=[N:30][CH:31]=2)[CH:14]=[C:6]2[C:7]=1[CH:8]=[N:9][C:10]1[CH:11]=[C:2]([OH:1])[C:3]([O:15][CH3:16])=[CH:4][C:5]2=1. The catalyst class is: 1. Reactant: [OH:1][C:2]1[CH:11]=[C:10]2[C:5]([C:6]([CH3:14])=[C:7]([C:12]#[N:13])[CH:8]=[N:9]2)=[CH:4][C:3]=1[O:15][CH3:16].[C:17]([O:21][C:22]([NH:24][C@H:25]([CH2:38][CH3:39])[CH2:26][O:27][C:28]1[CH:29]=[N:30][CH:31]=[C:32]([CH:37]=1)[C:33](OC)=O)=[O:23])([CH3:20])([CH3:19])[CH3:18].[Li+].C[Si]([N-:45][Si](C)(C)C)(C)C.CC(O)=O. (3) Reactant: I[C:2]1[CH:3]=[N:4][N:5]([CH:7]2[CH2:12][CH2:11][CH2:10][CH2:9][O:8]2)[CH:6]=1.[C:13]1(B2OC(C)(C)C(C)(C)O2)[CH2:17][CH2:16][CH2:15][CH:14]=1.C(=O)([O-])[O-].[Cs+].[Cs+].O1CCOCC1. Product: [C:13]1([C:2]2[CH:3]=[N:4][N:5]([CH:7]3[CH2:12][CH2:11][CH2:10][CH2:9][O:8]3)[CH:6]=2)[CH2:17][CH2:16][CH2:15][CH:14]=1. The catalyst class is: 263. (4) Reactant: C([Si](C)(C)[O:6][CH2:7][CH2:8][N:9]([CH2:48][CH2:49][O:50][Si](C)(C)C(C)(C)C)[C:10]1[N:15]=[C:14]([N:16]2[CH2:21][CH2:20][N:19]([C:22]3[CH:27]=[CH:26][C:25]([NH:28][C:29](=[O:47])[C:30](=[O:46])[C:31]4[N:39]5[C:34]([CH:35]=[CH:36][CH:37]=[CH:38]5)=[CH:33][C:32]=4[C:40]4[CH:45]=[CH:44][CH:43]=[CH:42][CH:41]=4)=[CH:24][CH:23]=3)[CH2:18][CH2:17]2)[CH:13]=[CH:12][CH:11]=1)(C)(C)C.[F-].C([N+](CCCC)(CCCC)CCCC)CCC. Product: [OH:6][CH2:7][CH2:8][N:9]([CH2:48][CH2:49][OH:50])[C:10]1[N:15]=[C:14]([N:16]2[CH2:17][CH2:18][N:19]([C:22]3[CH:27]=[CH:26][C:25]([NH:28][C:29](=[O:47])[C:30](=[O:46])[C:31]4[N:39]5[C:34]([CH:35]=[CH:36][CH:37]=[CH:38]5)=[CH:33][C:32]=4[C:40]4[CH:41]=[CH:42][CH:43]=[CH:44][CH:45]=4)=[CH:24][CH:23]=3)[CH2:20][CH2:21]2)[CH:13]=[CH:12][CH:11]=1. The catalyst class is: 1.